The task is: Binary Classification. Given a T-cell receptor sequence (or CDR3 region) and an epitope sequence, predict whether binding occurs between them.. This data is from TCR-epitope binding with 47,182 pairs between 192 epitopes and 23,139 TCRs. (1) The epitope is TVYDPLQPELDSFK. The TCR CDR3 sequence is CATSGRDATNEKLFF. Result: 0 (the TCR does not bind to the epitope). (2) The epitope is GTITSGWTF. The TCR CDR3 sequence is CASSPSAAAYEQYF. Result: 0 (the TCR does not bind to the epitope). (3) The TCR CDR3 sequence is CASSPHGVRETQYF. The epitope is RLRAEAQVK. Result: 0 (the TCR does not bind to the epitope). (4) The epitope is FPPTSFGPL. The TCR CDR3 sequence is CASSLLVNTGELFF. Result: 1 (the TCR binds to the epitope). (5) The TCR CDR3 sequence is CASSQGTGTGNTIYF. Result: 0 (the TCR does not bind to the epitope). The epitope is LPPIVAKEI. (6) The epitope is VLWAHGFEL. The TCR CDR3 sequence is CASSLWGQGPGELFF. Result: 1 (the TCR binds to the epitope). (7) The epitope is KPLEFGATSAAL. The TCR CDR3 sequence is CASSLGVAAGEQFF. Result: 0 (the TCR does not bind to the epitope). (8) The epitope is SLYNTVATL. The TCR CDR3 sequence is CASSPRTEKYTQYF. Result: 1 (the TCR binds to the epitope). (9) The epitope is KLPDDFTGCV. The TCR CDR3 sequence is CATSDLTGDFWYEQYF. Result: 1 (the TCR binds to the epitope).